The task is: Predict the product of the given reaction.. This data is from Forward reaction prediction with 1.9M reactions from USPTO patents (1976-2016). (1) Given the reactants C(=O)([O-])[O-].[Cs+].[Cs+].Cl[C:8]1[CH:17]=[CH:16][C:15]2[C:10](=[CH:11][CH:12]=[CH:13][CH:14]=2)[N:9]=1.Cl.[NH:19]1[CH2:22][CH:21]([NH:23][C:24](=[O:30])[O:25][C:26]([CH3:29])([CH3:28])[CH3:27])[CH2:20]1, predict the reaction product. The product is: [N:9]1[C:10]2[C:15](=[CH:14][CH:13]=[CH:12][CH:11]=2)[CH:16]=[CH:17][C:8]=1[N:19]1[CH2:22][CH:21]([NH:23][C:24](=[O:30])[O:25][C:26]([CH3:28])([CH3:27])[CH3:29])[CH2:20]1. (2) Given the reactants CN(C(/N=N/C(N(C)C)=O)=O)C.[Cl:13][C:14]1[CH:33]=[C:32]([Cl:34])[CH:31]=[CH:30][C:15]=1[C:16]([NH:18][C:19]1[CH:28]=[CH:27][C:26]([OH:29])=[CH:25][C:20]=1[C:21]([O:23][CH3:24])=[O:22])=[O:17].C1(P(C2C=CC=CC=2)C2C=CC=CC=2)C=CC=CC=1.[S:54]1[CH:58]=[CH:57][CH:56]=[C:55]1[CH2:59]O, predict the reaction product. The product is: [Cl:13][C:14]1[CH:33]=[C:32]([Cl:34])[CH:31]=[CH:30][C:15]=1[C:16]([NH:18][C:19]1[CH:28]=[CH:27][C:26]([O:29][CH2:59][C:55]2[S:54][CH:58]=[CH:57][CH:56]=2)=[CH:25][C:20]=1[C:21]([O:23][CH3:24])=[O:22])=[O:17]. (3) Given the reactants N#N.C[CH:4]([OH:7])[CH2:5][CH3:6].[H-].[Na+].[C:10]([C:14]([NH:16][C:17]1[CH:22]=[CH:21][CH:20]=[C:19]([C:23]2[CH:28]=[CH:27][C:26]([CH3:29])=[CH:25][C:24]=2F)[N:18]=1)=[O:15])([CH3:13])([CH3:12])[CH3:11].[CH3:31]N(C)C=O, predict the reaction product. The product is: [C:10]([C:14]([NH:16][C:17]1[CH:22]=[CH:21][CH:20]=[C:19]([C:23]2[CH:28]=[CH:27][C:26]([CH3:29])=[CH:25][C:24]=2[O:7][CH2:4][CH:5]([CH3:31])[CH3:6])[N:18]=1)=[O:15])([CH3:13])([CH3:12])[CH3:11]. (4) Given the reactants Br[C:2]1[CH:7]=[CH:6][C:5]([S:8]([CH:11]([CH3:13])[CH3:12])(=[O:10])=[O:9])=[CH:4][C:3]=1[O:14][CH3:15].C([O-])(=O)C.[K+].[B:21]1([B:21]2[O:25][C:24]([CH3:27])([CH3:26])[C:23]([CH3:29])([CH3:28])[O:22]2)[O:25][C:24]([CH3:27])([CH3:26])[C:23]([CH3:29])([CH3:28])[O:22]1, predict the reaction product. The product is: [CH:11]([S:8]([C:5]1[CH:6]=[CH:7][C:2]([B:21]2[O:25][C:24]([CH3:27])([CH3:26])[C:23]([CH3:29])([CH3:28])[O:22]2)=[C:3]([O:14][CH3:15])[CH:4]=1)(=[O:10])=[O:9])([CH3:13])[CH3:12]. (5) Given the reactants [Cl:1][C:2]1[CH:3]=[C:4]([CH:20]=[CH:21][C:22]=1[Cl:23])[CH2:5][N:6]1[C:11](=[O:12])[C:10]2[CH:13]=[C:14]([N+:17]([O-])=O)[CH:15]=[N:16][C:9]=2[N:8]=[CH:7]1.O.NN.C(O)(=O)C.NN, predict the reaction product. The product is: [NH2:17][C:14]1[CH:15]=[N:16][C:9]2[N:8]=[CH:7][N:6]([CH2:5][C:4]3[CH:20]=[CH:21][C:22]([Cl:23])=[C:2]([Cl:1])[CH:3]=3)[C:11](=[O:12])[C:10]=2[CH:13]=1.